This data is from Reaction yield outcomes from USPTO patents with 853,638 reactions. The task is: Predict the reaction yield, written as a fraction of the theoretical maximum amount of product (1.0 means a 100% yield; for example, 0.34 means a 34% yield). (1) The reactants are [NH:1]1[C:9]2[C:4](=[CH:5][C:6]([CH:10]=[O:11])=[CH:7][CH:8]=2)[CH:3]=[CH:2]1.[H-].[Na+].Br[CH2:15][CH2:16][CH:17]=[CH2:18].O. The catalyst is CN(C)C=O. The product is [CH2:18]([N:1]1[C:9]2[C:4](=[CH:5][C:6]([CH:10]=[O:11])=[CH:7][CH:8]=2)[CH:3]=[CH:2]1)[CH2:17][CH:16]=[CH2:15]. The yield is 0.590. (2) The reactants are Cl[C:2]1[N:7]=[C:6]([NH:8][C:9]2[CH:14]=[CH:13][CH:12]=[C:11]([C:15]#[N:16])[CH:10]=2)[C:5]([F:17])=[CH:4][N:3]=1.[NH2:18][C:19]1[CH:20]=[C:21]([OH:25])[CH:22]=[CH:23][CH:24]=1. No catalyst specified. The product is [C:15]([C:11]1[CH:10]=[C:9]([NH:8][C:6]2[C:5]([F:17])=[CH:4][N:3]=[C:2]([NH:18][C:19]3[CH:24]=[CH:23][CH:22]=[C:21]([OH:25])[CH:20]=3)[N:7]=2)[CH:14]=[CH:13][CH:12]=1)#[N:16]. The yield is 0.620. (3) The reactants are Br[C:2]1[C:3]([F:26])=[CH:4][C:5]2[O:11][CH2:10][CH2:9][N:8]3[C:12]([CH2:18][C:19]4[N:20]([CH3:24])[N:21]=[CH:22][CH:23]=4)=[C:13]([C:15]([NH2:17])=[O:16])[N:14]=[C:7]3[C:6]=2[CH:25]=1.[CH3:27][C:28]([OH:32])([CH3:31])[C:29]#[CH:30].C(NC(C)C)(C)C. The catalyst is CN(C=O)C. The product is [F:26][C:3]1[C:2]([C:30]#[C:29][C:28]([OH:32])([CH3:31])[CH3:27])=[CH:25][C:6]2[C:7]3[N:8]([C:12]([CH2:18][C:19]4[N:20]([CH3:24])[N:21]=[CH:22][CH:23]=4)=[C:13]([C:15]([NH2:17])=[O:16])[N:14]=3)[CH2:9][CH2:10][O:11][C:5]=2[CH:4]=1. The yield is 0.230. (4) The reactants are C(Br)(C)=O.[CH3:5][C:6]1[CH:7]=[C:8]([C:28]#[N:29])[C:9]2[CH:10]=[CH:11][N:12]([C:15]3[C:20]([CH:21]([CH3:23])[CH3:22])=[C:19]([O:24]C)[N:18]=[C:17]([O:26]C)[N:16]=3)[C:13]=2[CH:14]=1. No catalyst specified. The product is [CH:21]([C:20]1[C:19](=[O:24])[NH:18][C:17](=[O:26])[NH:16][C:15]=1[N:12]1[C:13]2[CH:14]=[C:6]([CH3:5])[CH:7]=[C:8]([C:28]#[N:29])[C:9]=2[CH:10]=[CH:11]1)([CH3:23])[CH3:22]. The yield is 0.650. (5) The reactants are [C:1]([C@@H:3]1[CH2:8][CH2:7][N:6](C(OC(C)(C)C)=O)[C@@H:5]([C:16]2[CH:21]=[CH:20][C:19]([F:22])=[C:18]([F:23])[CH:17]=2)[CH2:4]1)#[N:2].C(#N)C.[ClH:27]. The catalyst is O1CCOCC1. The product is [ClH:27].[F:23][C:18]1[CH:17]=[C:16]([C@H:5]2[CH2:4][C@H:3]([C:1]#[N:2])[CH2:8][CH2:7][NH:6]2)[CH:21]=[CH:20][C:19]=1[F:22]. The yield is 0.960. (6) The product is [C:25]1([S:31]([N:34]2[C:38]3=[CH:39][N:40]=[CH:41][C:42]([C:3]4[N:4]=[C:5]([N:19]5[CH2:20][CH2:21][O:22][CH2:23][CH2:24]5)[C:6]5[S:11][C:10]([CH2:12][N:13]6[CH2:18][CH2:17][O:16][CH2:15][CH2:14]6)=[CH:9][C:7]=5[N:8]=4)=[C:37]3[CH:36]=[CH:35]2)(=[O:33])=[O:32])[CH:30]=[CH:29][CH:28]=[CH:27][CH:26]=1. The yield is 0.540. The catalyst is COCCOC.C1C=CC([P]([Pd]([P](C2C=CC=CC=2)(C2C=CC=CC=2)C2C=CC=CC=2)([P](C2C=CC=CC=2)(C2C=CC=CC=2)C2C=CC=CC=2)[P](C2C=CC=CC=2)(C2C=CC=CC=2)C2C=CC=CC=2)(C2C=CC=CC=2)C2C=CC=CC=2)=CC=1. The reactants are CS[C:3]1[N:4]=[C:5]([N:19]2[CH2:24][CH2:23][O:22][CH2:21][CH2:20]2)[C:6]2[S:11][C:10]([CH2:12][N:13]3[CH2:18][CH2:17][O:16][CH2:15][CH2:14]3)=[CH:9][C:7]=2[N:8]=1.[C:25]1([S:31]([N:34]2[C:38]3=[CH:39][N:40]=[CH:41][C:42]([Sn](CCCC)(CCCC)CCCC)=[C:37]3[CH:36]=[CH:35]2)(=[O:33])=[O:32])[CH:30]=[CH:29][CH:28]=[CH:27][CH:26]=1. (7) The reactants are F[C:2]1[CH:7]=[C:6]([C:8]2[N:13]3[CH:14]=[CH:15][N:16]=[C:12]3[C:11]([NH:17][C:18]3[CH:23]=[CH:22][C:21]([N:24]4[CH2:29][CH2:28][N:27]([CH3:30])[CH2:26][CH2:25]4)=[CH:20][CH:19]=3)=[N:10][CH:9]=2)[CH:5]=[CH:4][N:3]=1.[NH3:31]. The catalyst is CO.O1CCOCC1. The product is [NH2:31][C:2]1[CH:7]=[C:6]([C:8]2[N:13]3[CH:14]=[CH:15][N:16]=[C:12]3[C:11]([NH:17][C:18]3[CH:23]=[CH:22][C:21]([N:24]4[CH2:29][CH2:28][N:27]([CH3:30])[CH2:26][CH2:25]4)=[CH:20][CH:19]=3)=[N:10][CH:9]=2)[CH:5]=[CH:4][N:3]=1. The yield is 0.160. (8) The reactants are [Br:1][C:2]1[CH:10]=[CH:9][CH:8]=[CH:7][C:3]=1[C:4]([OH:6])=[O:5].C1CCC(N=C=NC2CCCCC2)CC1.[C:26](O)([CH3:29])([CH3:28])[CH3:27]. The catalyst is ClCCl.CN(C1C=CN=CC=1)C. The product is [Br:1][C:2]1[CH:10]=[CH:9][CH:8]=[CH:7][C:3]=1[C:4]([O:6][C:26]([CH3:29])([CH3:28])[CH3:27])=[O:5]. The yield is 0.626. (9) The reactants are [CH3:1][C:2]1[CH:3]=[C:4]([CH:6]=[C:7]([CH3:9])[CH:8]=1)[NH2:5].[H-].[Na+].F[C:13]1[C:14]([N+:21]([O-:23])=[O:22])=[C:15]([CH:18]=[CH:19][CH:20]=1)[C:16]#[N:17].O. The catalyst is C1COCC1. The product is [CH3:1][C:2]1[CH:3]=[C:4]([NH:5][C:13]2[C:14]([N+:21]([O-:23])=[O:22])=[C:15]([CH:18]=[CH:19][CH:20]=2)[C:16]#[N:17])[CH:6]=[C:7]([CH3:9])[CH:8]=1. The yield is 0.550.